Dataset: NCI-60 drug combinations with 297,098 pairs across 59 cell lines. Task: Regression. Given two drug SMILES strings and cell line genomic features, predict the synergy score measuring deviation from expected non-interaction effect. (1) Drug 1: C1=NC2=C(N=C(N=C2N1C3C(C(C(O3)CO)O)F)Cl)N. Drug 2: N.N.Cl[Pt+2]Cl. Cell line: IGROV1. Synergy scores: CSS=71.3, Synergy_ZIP=-1.21, Synergy_Bliss=0.434, Synergy_Loewe=3.93, Synergy_HSA=4.01. (2) Synergy scores: CSS=13.5, Synergy_ZIP=-6.22, Synergy_Bliss=0.00722, Synergy_Loewe=0.0810, Synergy_HSA=0.522. Drug 2: CS(=O)(=O)CCNCC1=CC=C(O1)C2=CC3=C(C=C2)N=CN=C3NC4=CC(=C(C=C4)OCC5=CC(=CC=C5)F)Cl. Cell line: SK-OV-3. Drug 1: C1CC(=O)NC(=O)C1N2CC3=C(C2=O)C=CC=C3N. (3) Drug 1: C1CN(CCN1C(=O)CCBr)C(=O)CCBr. Drug 2: CC1=C(C(=O)C2=C(C1=O)N3CC4C(C3(C2COC(=O)N)OC)N4)N. Cell line: NCI-H522. Synergy scores: CSS=48.2, Synergy_ZIP=-9.05, Synergy_Bliss=-2.35, Synergy_Loewe=-6.15, Synergy_HSA=1.64. (4) Drug 1: CCCCCOC(=O)NC1=NC(=O)N(C=C1F)C2C(C(C(O2)C)O)O. Drug 2: C1CNP(=O)(OC1)N(CCCl)CCCl. Cell line: DU-145. Synergy scores: CSS=-6.80, Synergy_ZIP=5.24, Synergy_Bliss=1.32, Synergy_Loewe=-7.95, Synergy_HSA=-9.12. (5) Drug 1: CC1C(C(CC(O1)OC2CC(CC3=C2C(=C4C(=C3O)C(=O)C5=C(C4=O)C(=CC=C5)OC)O)(C(=O)C)O)N)O.Cl. Drug 2: C1=NNC2=C1C(=O)NC=N2. Cell line: NCIH23. Synergy scores: CSS=27.0, Synergy_ZIP=-7.82, Synergy_Bliss=-0.902, Synergy_Loewe=-2.77, Synergy_HSA=1.93.